This data is from Full USPTO retrosynthesis dataset with 1.9M reactions from patents (1976-2016). The task is: Predict the reactants needed to synthesize the given product. Given the product [I:8][C:5]1[CH:6]=[CH:7][C:2]([CH:20]([OH:24])[CH:21]([CH3:23])[CH3:22])=[C:3]([N+:9]([O-:11])=[O:10])[CH:4]=1, predict the reactants needed to synthesize it. The reactants are: I[C:2]1[CH:7]=[CH:6][C:5]([I:8])=[CH:4][C:3]=1[N+:9]([O-:11])=[O:10].C1([Mg]Br)C=CC=CC=1.[CH:20](=[O:24])[CH:21]([CH3:23])[CH3:22].